Regression. Given two drug SMILES strings and cell line genomic features, predict the synergy score measuring deviation from expected non-interaction effect. From a dataset of NCI-60 drug combinations with 297,098 pairs across 59 cell lines. (1) Drug 1: COC1=C(C=C2C(=C1)N=CN=C2NC3=CC(=C(C=C3)F)Cl)OCCCN4CCOCC4. Drug 2: C1=NC2=C(N1)C(=S)N=C(N2)N. Cell line: SNB-19. Synergy scores: CSS=5.15, Synergy_ZIP=-3.14, Synergy_Bliss=-2.38, Synergy_Loewe=-1.20, Synergy_HSA=-0.816. (2) Drug 1: CCN(CC)CCNC(=O)C1=C(NC(=C1C)C=C2C3=C(C=CC(=C3)F)NC2=O)C. Drug 2: C1C(C(OC1N2C=NC(=NC2=O)N)CO)O. Cell line: M14. Synergy scores: CSS=15.2, Synergy_ZIP=-5.08, Synergy_Bliss=-5.22, Synergy_Loewe=-5.21, Synergy_HSA=-3.28. (3) Drug 1: CC12CCC(CC1=CCC3C2CCC4(C3CC=C4C5=CN=CC=C5)C)O. Drug 2: CC1C(C(CC(O1)OC2CC(CC3=C2C(=C4C(=C3O)C(=O)C5=C(C4=O)C(=CC=C5)OC)O)(C(=O)C)O)N)O.Cl. Cell line: RXF 393. Synergy scores: CSS=27.4, Synergy_ZIP=-1.71, Synergy_Bliss=8.49, Synergy_Loewe=8.74, Synergy_HSA=10.3. (4) Drug 1: CC1OCC2C(O1)C(C(C(O2)OC3C4COC(=O)C4C(C5=CC6=C(C=C35)OCO6)C7=CC(=C(C(=C7)OC)O)OC)O)O. Drug 2: C1CCC(CC1)NC(=O)N(CCCl)N=O. Cell line: K-562. Synergy scores: CSS=52.4, Synergy_ZIP=1.70, Synergy_Bliss=2.03, Synergy_Loewe=0.561, Synergy_HSA=6.87. (5) Synergy scores: CSS=15.1, Synergy_ZIP=-3.43, Synergy_Bliss=4.48, Synergy_Loewe=-12.3, Synergy_HSA=1.90. Drug 1: CN1CCC(CC1)COC2=C(C=C3C(=C2)N=CN=C3NC4=C(C=C(C=C4)Br)F)OC. Drug 2: C1CNP(=O)(OC1)N(CCCl)CCCl. Cell line: A498.